From a dataset of NCI-60 drug combinations with 297,098 pairs across 59 cell lines. Regression. Given two drug SMILES strings and cell line genomic features, predict the synergy score measuring deviation from expected non-interaction effect. (1) Drug 1: CC1=CC2C(CCC3(C2CCC3(C(=O)C)OC(=O)C)C)C4(C1=CC(=O)CC4)C. Drug 2: C1=C(C(=O)NC(=O)N1)F. Cell line: OVCAR3. Synergy scores: CSS=64.6, Synergy_ZIP=3.09, Synergy_Bliss=4.61, Synergy_Loewe=-6.10, Synergy_HSA=3.28. (2) Drug 1: CC12CCC(CC1=CCC3C2CCC4(C3CC=C4C5=CN=CC=C5)C)O. Drug 2: C1=CC=C(C(=C1)C(C2=CC=C(C=C2)Cl)C(Cl)Cl)Cl. Cell line: SK-MEL-5. Synergy scores: CSS=-1.24, Synergy_ZIP=-0.0699, Synergy_Bliss=0.978, Synergy_Loewe=-1.15, Synergy_HSA=-1.13. (3) Drug 1: C1=NNC2=C1C(=O)NC=N2. Drug 2: CC(C)CN1C=NC2=C1C3=CC=CC=C3N=C2N. Cell line: HCT-15. Synergy scores: CSS=0.732, Synergy_ZIP=-0.121, Synergy_Bliss=-4.33, Synergy_Loewe=-5.09, Synergy_HSA=-9.01. (4) Drug 1: C1=CN(C(=O)N=C1N)C2C(C(C(O2)CO)O)O.Cl. Drug 2: CN(C(=O)NC(C=O)C(C(C(CO)O)O)O)N=O. Cell line: MCF7. Synergy scores: CSS=2.13, Synergy_ZIP=0.927, Synergy_Bliss=2.65, Synergy_Loewe=-2.77, Synergy_HSA=-0.119. (5) Drug 2: CN(C(=O)NC(C=O)C(C(C(CO)O)O)O)N=O. Cell line: TK-10. Drug 1: C1=NC(=NC(=O)N1C2C(C(C(O2)CO)O)O)N. Synergy scores: CSS=8.74, Synergy_ZIP=-6.84, Synergy_Bliss=0.557, Synergy_Loewe=-25.4, Synergy_HSA=-1.41. (6) Drug 1: C1CC(=O)NC(=O)C1N2CC3=C(C2=O)C=CC=C3N. Drug 2: C1=CN(C(=O)N=C1N)C2C(C(C(O2)CO)O)O.Cl. Cell line: T-47D. Synergy scores: CSS=-0.173, Synergy_ZIP=-2.11, Synergy_Bliss=-4.52, Synergy_Loewe=-4.18, Synergy_HSA=-4.15.